Dataset: Full USPTO retrosynthesis dataset with 1.9M reactions from patents (1976-2016). Task: Predict the reactants needed to synthesize the given product. The reactants are: [CH3:1][O:2][C:3]([C:5]1[C:6]([OH:24])=[C:7]2[C:12](=[CH:13][N:14]=1)[N:11]([CH2:15][C:16]1[CH:21]=[CH:20][CH:19]=[CH:18][CH:17]=1)[C:10](=[O:22])[C:9](Br)=[CH:8]2)=[O:4].[Br-].[CH2:26]([Zn+])[C:27]1[CH:32]=[CH:31][CH:30]=[CH:29][CH:28]=1.Cl.CCOC(C)=O. Given the product [CH3:1][O:2][C:3]([C:5]1[C:6]([OH:24])=[C:7]2[C:12](=[CH:13][N:14]=1)[N:11]([CH2:15][C:16]1[CH:21]=[CH:20][CH:19]=[CH:18][CH:17]=1)[C:10](=[O:22])[C:9]([CH2:26][C:27]1[CH:32]=[CH:31][CH:30]=[CH:29][CH:28]=1)=[CH:8]2)=[O:4], predict the reactants needed to synthesize it.